This data is from Forward reaction prediction with 1.9M reactions from USPTO patents (1976-2016). The task is: Predict the product of the given reaction. (1) Given the reactants [OH-].[K+].[I:3][C:4]1[CH:9]=[C:8]([O:10][CH3:11])[N:7]=[CH:6][C:5]=1[OH:12].[F:13][C:14](F)([F:22])S(OC(F)F)(=O)=O, predict the reaction product. The product is: [F:13][CH:14]([F:22])[O:12][C:5]1[C:4]([I:3])=[CH:9][C:8]([O:10][CH3:11])=[N:7][CH:6]=1. (2) Given the reactants [CH:1]1([C:4]2[C:12]([N:13]([CH2:18][CH2:19][CH2:20][OH:21])[S:14]([CH3:17])(=[O:16])=[O:15])=[CH:11][C:10]3[C:6](=[C:7]([C:36]([NH:38][CH3:39])=[O:37])[N:8]([C:22]4[CH:27]=[CH:26][C:25]([NH:28]C5C=CC=CC=5F)=[CH:24][CH:23]=4)[N:9]=3)[CH:5]=2)[CH2:3][CH2:2]1.BrC1C=CC(N2C(C(NC)=O)=C3C(C=C(N(CCCO)S(C)(=O)=O)C(C4CC4)=C3)=N2)=CC=1.[F:72][C:73]1[CH:79]=[CH:78][C:76](N)=[CH:75][CH:74]=1, predict the reaction product. The product is: [CH:1]1([C:4]2[C:12]([N:13]([CH2:18][CH2:19][CH2:20][OH:21])[S:14]([CH3:17])(=[O:15])=[O:16])=[CH:11][C:10]3[C:6](=[C:7]([C:36]([NH:38][CH3:39])=[O:37])[N:8]([C:22]4[CH:23]=[CH:24][C:25]([NH:28][C:76]5[CH:78]=[CH:79][C:73]([F:72])=[CH:74][CH:75]=5)=[CH:26][CH:27]=4)[N:9]=3)[CH:5]=2)[CH2:3][CH2:2]1.